This data is from Catalyst prediction with 721,799 reactions and 888 catalyst types from USPTO. The task is: Predict which catalyst facilitates the given reaction. (1) Reactant: [OH:1][CH:2]([C:6]1[CH:11]=[CH:10][C:9]([C:12]2[N:16]=[C:15]([C:17]3[O:21][N:20]=[C:19]([C:22]4[CH:27]=[CH:26][CH:25]=[CH:24][CH:23]=4)[C:18]=3[C:28]([F:31])([F:30])[F:29])[O:14][N:13]=2)=[CH:8][CH:7]=1)[C:3](O)=[O:4].[NH2:32][CH2:33][C:34]1[NH:38][N:37]=[C:36]([C:39]([O:41][CH2:42][CH3:43])=[O:40])[N:35]=1.C(O)(C(F)(F)F)=O.CN1CCOCC1.CN(C(ON1N=NC2C=CC=NC1=2)=[N+](C)C)C.F[P-](F)(F)(F)(F)F. Product: [OH:1][CH:2]([C:6]1[CH:7]=[CH:8][C:9]([C:12]2[N:16]=[C:15]([C:17]3[O:21][N:20]=[C:19]([C:22]4[CH:27]=[CH:26][CH:25]=[CH:24][CH:23]=4)[C:18]=3[C:28]([F:30])([F:29])[F:31])[O:14][N:13]=2)=[CH:10][CH:11]=1)[C:3]([NH:32][CH2:33][C:34]1[NH:38][N:37]=[C:36]([C:39]([O:41][CH2:42][CH3:43])=[O:40])[N:35]=1)=[O:4]. The catalyst class is: 3. (2) Reactant: [I:1][C:2]1[CH:3]=[C:4]([CH:9]=[CH:10][C:11]=1[O:12][CH:13]1[CH2:17][CH2:16][N:15]([C:18]([N:20]2[CH2:24][CH2:23][CH2:22][CH2:21]2)=[O:19])[CH2:14]1)[C:5]([O:7]C)=[O:6].[Li+].[OH-].C1COCC1.C(O)(=O)CC(CC(O)=O)(C(O)=O)O. Product: [I:1][C:2]1[CH:3]=[C:4]([CH:9]=[CH:10][C:11]=1[O:12][CH:13]1[CH2:17][CH2:16][N:15]([C:18]([N:20]2[CH2:24][CH2:23][CH2:22][CH2:21]2)=[O:19])[CH2:14]1)[C:5]([OH:7])=[O:6]. The catalyst class is: 72. (3) Reactant: [N:1]1([CH2:7][C:8]2[CH:9]=[C:10]([NH2:15])[C:11]([NH2:14])=[CH:12][CH:13]=2)[CH2:6][CH2:5][O:4][CH2:3][CH2:2]1.[N+:16]([C:19]1[C:20]([C:24](O)=O)=[N:21][NH:22][CH:23]=1)([O-:18])=[O:17].F[B-](F)(F)F.N1(OC(N(C)C)=[N+](C)C)C2C=CC=CC=2N=N1. Product: [N:1]1([CH2:7][C:8]2[CH:13]=[CH:12][C:11]3[NH:14][C:24]([C:20]4[C:19]([N+:16]([O-:18])=[O:17])=[CH:23][NH:22][N:21]=4)=[N:15][C:10]=3[CH:9]=2)[CH2:6][CH2:5][O:4][CH2:3][CH2:2]1. The catalyst class is: 9.